Dataset: Peptide-MHC class I binding affinity with 185,985 pairs from IEDB/IMGT. Task: Regression. Given a peptide amino acid sequence and an MHC pseudo amino acid sequence, predict their binding affinity value. This is MHC class I binding data. (1) The peptide sequence is TMADLVYAL. The binding affinity (normalized) is 0. The MHC is HLA-A30:02 with pseudo-sequence HLA-A30:02. (2) The peptide sequence is VIYQYMDDL. The MHC is HLA-A02:02 with pseudo-sequence HLA-A02:02. The binding affinity (normalized) is 0.588. (3) The peptide sequence is FLHEMDVVSL. The MHC is HLA-A02:01 with pseudo-sequence HLA-A02:01. The binding affinity (normalized) is 0.640. (4) The peptide sequence is LEHGLYPQL. The MHC is HLA-B07:02 with pseudo-sequence HLA-B07:02. The binding affinity (normalized) is 0.0847. (5) The peptide sequence is FRQYTAFTL. The MHC is Mamu-A20102 with pseudo-sequence Mamu-A20102. The binding affinity (normalized) is 0. (6) The peptide sequence is SEHFSLLFL. The MHC is HLA-A26:03 with pseudo-sequence HLA-A26:03. The binding affinity (normalized) is 0.0847.